This data is from Catalyst prediction with 721,799 reactions and 888 catalyst types from USPTO. The task is: Predict which catalyst facilitates the given reaction. (1) Reactant: [F:1][C:2]1[CH:34]=[CH:33][C:5]([C:6]([NH:8][C@H:9]2[C:18]3[C:13](=[CH:14][CH:15]=[C:16]([N:19]4[CH2:24][CH2:23][N:22](C(OC(C)(C)C)=O)[CH2:21][CH2:20]4)[CH:17]=3)[CH2:12][CH2:11][C@@H:10]2[OH:32])=[O:7])=[CH:4][CH:3]=1.[ClH:35]. Product: [ClH:35].[F:1][C:2]1[CH:3]=[CH:4][C:5]([C:6]([NH:8][C@H:9]2[C:18]3[C:13](=[CH:14][CH:15]=[C:16]([N:19]4[CH2:20][CH2:21][NH:22][CH2:23][CH2:24]4)[CH:17]=3)[CH2:12][CH2:11][C@@H:10]2[OH:32])=[O:7])=[CH:33][CH:34]=1. The catalyst class is: 12. (2) Reactant: [Cl:1][C:2]1[CH:7]=[CH:6][N:5]=[C:4]2[N:8]([S:31]([C:34]3[CH:39]=[CH:38][C:37]([CH3:40])=[CH:36][CH:35]=3)(=[O:33])=[O:32])[C:9]([C:11]3[C:15]4=[N:16][C:17]([O:22][CH3:23])=[C:18]([O:20][CH3:21])[CH:19]=[C:14]4[N:13](C(OC(C)(C)C)=O)[CH:12]=3)=[CH:10][C:3]=12. Product: [Cl:1][C:2]1[CH:7]=[CH:6][N:5]=[C:4]2[N:8]([S:31]([C:34]3[CH:39]=[CH:38][C:37]([CH3:40])=[CH:36][CH:35]=3)(=[O:32])=[O:33])[C:9]([C:11]3[C:15]4=[N:16][C:17]([O:22][CH3:23])=[C:18]([O:20][CH3:21])[CH:19]=[C:14]4[NH:13][CH:12]=3)=[CH:10][C:3]=12. The catalyst class is: 137.